Dataset: Catalyst prediction with 721,799 reactions and 888 catalyst types from USPTO. Task: Predict which catalyst facilitates the given reaction. (1) Reactant: [CH3:1][N:2]1[C:10]2[C:5](=[CH:6][C:7]([NH:11][C:12]([C:14]3[C:15]([C:20]4[CH:25]=[CH:24][C:23]([C:26]([F:29])([F:28])[F:27])=[CH:22][CH:21]=4)=[CH:16][CH:17]=[CH:18][CH:19]=3)=[O:13])=[CH:8][CH:9]=2)[CH:4]=[C:3]1[C:30]([O:32]CC)=[O:31].[OH-].[Na+:36]. Product: [OH2:13].[Na+:36].[CH3:1][N:2]1[C:10]2[C:5](=[CH:6][C:7]([NH:11][C:12]([C:14]3[C:15]([C:20]4[CH:25]=[CH:24][C:23]([C:26]([F:28])([F:29])[F:27])=[CH:22][CH:21]=4)=[CH:16][CH:17]=[CH:18][CH:19]=3)=[O:13])=[CH:8][CH:9]=2)[CH:4]=[C:3]1[C:30]([O-:32])=[O:31]. The catalyst class is: 8. (2) Reactant: [C:1]([O:5][C:6]([N:8]1[C@H:17]([C:18](O)=[O:19])[CH2:16][C:15]2[CH:14]=[C:13]3[O:21][CH2:22][C@H:23]([C:25]4[CH:30]=[CH:29][C:28]([O:31][CH2:32][CH:33]5[CH2:38][CH2:37][CH2:36][CH2:35][CH2:34]5)=[CH:27][CH:26]=4)[O:24][C:12]3=[CH:11][C:10]=2[CH2:9]1)=[O:7])([CH3:4])([CH3:3])[CH3:2].CCN=C=NCCCN(C)C.C1C=CC2N(O)N=NC=2C=1.Cl.Cl.[CH3:62][O:63][C:64](=[O:82])[C@@H:65]([NH2:81])[CH2:66][C:67]1[CH:72]=[CH:71][C:70]([C:73]2[CH:78]=[CH:77][N:76]=[C:75]([CH3:79])[C:74]=2[CH3:80])=[CH:69][CH:68]=1.CN1CCOCC1. Product: [C:1]([O:5][C:6]([N:8]1[C@H:17]([C:18](=[O:19])[NH:81][C@H:65]([C:64]([O:63][CH3:62])=[O:82])[CH2:66][C:67]2[CH:68]=[CH:69][C:70]([C:73]3[CH:78]=[CH:77][N:76]=[C:75]([CH3:79])[C:74]=3[CH3:80])=[CH:71][CH:72]=2)[CH2:16][C:15]2[CH:14]=[C:13]3[O:21][CH2:22][C@H:23]([C:25]4[CH:30]=[CH:29][C:28]([O:31][CH2:32][CH:33]5[CH2:38][CH2:37][CH2:36][CH2:35][CH2:34]5)=[CH:27][CH:26]=4)[O:24][C:12]3=[CH:11][C:10]=2[CH2:9]1)=[O:7])([CH3:4])([CH3:2])[CH3:3]. The catalyst class is: 2. (3) Reactant: [NH2:1][C@@H:2]([CH2:9][C:10]1[CH:15]=[C:14]([F:16])[CH:13]=[C:12]([F:17])[CH:11]=1)[C@H:3]([OH:8])[CH2:4][N:5]=[N+:6]=[N-:7].[CH2:18](N(CC)CC)[CH3:19].C(N=C=N[CH2:30][CH2:31][CH2:32][N:33]([CH3:35])C)C.[CH3:36][OH:37].Cl[CH2:39]Cl.C([O:44][CH2:45][CH3:46])(=O)C.C[CH2:48][CH2:49][CH2:50][CH2:51][CH3:52]. Product: [N:5]([CH2:4][C@@H:3]([OH:8])[C@@H:2]([NH:1][C:45](=[O:44])[C:46]1[CH:39]=[C:49]([CH3:48])[CH:50]=[C:51]([C:36]([N:33]([CH2:32][CH2:31][CH3:30])[CH2:35][CH2:18][CH3:19])=[O:37])[CH:52]=1)[CH2:9][C:10]1[CH:11]=[C:12]([F:17])[CH:13]=[C:14]([F:16])[CH:15]=1)=[N+:6]=[N-:7]. The catalyst class is: 4. (4) Reactant: [Br:1][C:2]1[CH:6]=[C:5]([C:7]2[O:12][C:11](=[O:13])[C:10]3[CH:14]=[C:15]([C:19]#[N:20])[CH:16]=[C:17]([CH3:18])[C:9]=3[N:8]=2)[N:4]([C:21]2[C:26]([Cl:27])=[CH:25][CH:24]=[CH:23][N:22]=2)[N:3]=1.CCOCC.[CH3:33][CH:34]([CH:36]1[CH2:38][CH2:37]1)[NH2:35]. Product: [Br:1][C:2]1[CH:6]=[C:5]([C:7]([NH:8][C:9]2[C:17]([CH3:18])=[CH:16][C:15]([C:19]#[N:20])=[CH:14][C:10]=2[C:11]([NH:35][CH:34]([CH:36]2[CH2:38][CH2:37]2)[CH3:33])=[O:13])=[O:12])[N:4]([C:21]2[C:26]([Cl:27])=[CH:25][CH:24]=[CH:23][N:22]=2)[N:3]=1. The catalyst class is: 10. (5) Reactant: [Cl:1][C:2]1[C:7]([N+:8]([O-:10])=[O:9])=[CH:6][N:5]=[C:4](O)[CH:3]=1.O=P(Cl)(Cl)[Cl:14]. Product: [Cl:14][C:4]1[CH:3]=[C:2]([Cl:1])[C:7]([N+:8]([O-:10])=[O:9])=[CH:6][N:5]=1. The catalyst class is: 11. (6) Reactant: C([N:8]1[CH2:13][CH2:12][CH:11]=[C:10]([CH3:14])[CH:9]1[CH2:15][NH:16][C:17](=[O:23])[O:18][C:19]([CH3:22])([CH3:21])[CH3:20])C1C=CC=CC=1. Product: [CH3:14][C@H:10]1[CH2:11][CH2:12][CH2:13][NH:8][C@@H:9]1[CH2:15][NH:16][C:17](=[O:23])[O:18][C:19]([CH3:22])([CH3:21])[CH3:20]. The catalyst class is: 723.